Dataset: Forward reaction prediction with 1.9M reactions from USPTO patents (1976-2016). Task: Predict the product of the given reaction. (1) Given the reactants [C:1](Cl)(=[O:3])[CH3:2].C(N(CC)CC)C.[F:12][C:13]1[CH:20]=[CH:19][C:16]([CH2:17][NH2:18])=[CH:15][CH:14]=1.O, predict the reaction product. The product is: [F:12][C:13]1[CH:20]=[CH:19][C:16]([CH2:17][NH:18][C:1](=[O:3])[CH3:2])=[CH:15][CH:14]=1. (2) Given the reactants [Cl:1][C:2]1[CH:7]=[CH:6][CH:5]=[CH:4][C:3]=1[C:8](=[O:14])[CH2:9][C:10]([O:12][CH3:13])=[O:11].[CH2:15]([O:17][CH:18](OCC)OCC)[CH3:16].[C:25](OC(=O)C)(=O)C, predict the reaction product. The product is: [Cl:1][C:2]1[CH:7]=[CH:6][CH:5]=[CH:4][C:3]=1[C:8]([C:9](=[CH:18][O:17][CH2:15][CH3:16])[C:10]([O:12][CH2:13][CH3:25])=[O:11])=[O:14]. (3) Given the reactants CNCCN.C(OC([S:13][C:14]1[N:19]=[C:18]([CH3:20])[CH:17]=[C:16]([CH3:21])[N:15]=1)=O)(C)(C)C, predict the reaction product. The product is: [CH3:21][C:16]1[CH:17]=[C:18]([CH3:20])[N:19]=[C:14]([SH:13])[N:15]=1. (4) Given the reactants [F:1][C:2]1[CH:9]=[CH:8][C:5]([CH:6]=O)=[CH:4][C:3]=1[Br:10].BrC1C=CC(C[NH:17][CH2:18][CH:19]([O:22][CH3:23])[O:20][CH3:21])=CC=1, predict the reaction product. The product is: [F:1][C:2]1[CH:9]=[CH:8][C:5]([CH2:6][NH:17][CH2:18][CH:19]([O:22][CH3:23])[O:20][CH3:21])=[CH:4][C:3]=1[Br:10]. (5) Given the reactants [F:1][C:2]1[C:7]([F:8])=[CH:6][CH:5]=[CH:4][C:3]=1[CH2:9][CH2:10][C:11]1[N:12]([CH2:22][C:23]([OH:25])=O)[C:13]2[C:18]([C:19](=[O:21])[N:20]=1)=[CH:17][CH:16]=[CH:15][CH:14]=2.[CH3:26][C:27]([N:33]1[CH2:38][CH2:37][CH:36]([NH:39][CH2:40][C:41]2[CH:46]=[CH:45][C:44]([C:47]3[CH:52]=[CH:51][C:50]([C:53]([F:56])([F:55])[F:54])=[CH:49][CH:48]=3)=[CH:43][CH:42]=2)[CH2:35][CH2:34]1)([CH3:32])[C:28]([O:30][CH3:31])=[O:29].CCN(C(C)C)C(C)C.CN(C(ON1N=NC2C=CC=NC1=2)=[N+](C)C)C.F[P-](F)(F)(F)(F)F, predict the reaction product. The product is: [F:1][C:2]1[C:7]([F:8])=[CH:6][CH:5]=[CH:4][C:3]=1[CH2:9][CH2:10][C:11]1[N:12]([CH2:22][C:23]([N:39]([CH2:40][C:41]2[CH:46]=[CH:45][C:44]([C:47]3[CH:48]=[CH:49][C:50]([C:53]([F:56])([F:54])[F:55])=[CH:51][CH:52]=3)=[CH:43][CH:42]=2)[CH:36]2[CH2:37][CH2:38][N:33]([C:27]([CH3:26])([CH3:32])[C:28]([O:30][CH3:31])=[O:29])[CH2:34][CH2:35]2)=[O:25])[C:13]2[C:18]([C:19](=[O:21])[N:20]=1)=[CH:17][CH:16]=[CH:15][CH:14]=2.